Dataset: Peptide-MHC class I binding affinity with 185,985 pairs from IEDB/IMGT. Task: Regression. Given a peptide amino acid sequence and an MHC pseudo amino acid sequence, predict their binding affinity value. This is MHC class I binding data. The peptide sequence is TEDDWITYI. The MHC is HLA-A02:11 with pseudo-sequence HLA-A02:11. The binding affinity (normalized) is 0.0847.